From a dataset of Catalyst prediction with 721,799 reactions and 888 catalyst types from USPTO. Predict which catalyst facilitates the given reaction. (1) Reactant: [N+:1]([C:4]1[CH:9]=[CH:8][C:7]([CH2:10][CH2:11][CH2:12][CH2:13][OH:14])=[CH:6][CH:5]=1)([O-:3])=[O:2].S([O-])(O)(=O)=O.[Br:20][CH2:21][CH2:22][CH2:23][CH2:24][CH2:25][CH2:26]Br.[OH-].[Na+]. Product: [Br:20][CH2:21][CH2:22][CH2:23][CH2:24][CH2:25][CH2:26][O:14][CH2:13][CH2:12][CH2:11][CH2:10][C:7]1[CH:6]=[CH:5][C:4]([N+:1]([O-:3])=[O:2])=[CH:9][CH:8]=1. The catalyst class is: 4. (2) Reactant: Cl.[NH2:2][C@H:3]1[CH2:7][CH2:6][CH2:5][C@@H:4]1[NH:8][C:9](=[O:21])[C:10]1[CH:15]=[CH:14][CH:13]=[CH:12][C:11]=1[N:16]1[N:20]=[CH:19][CH:18]=[N:17]1.[OH-].[Na+].Cl[C:25](=[S:33])OC1C=CC=CC=1.C1COCC1. Product: [N:2]([C@H:3]1[CH2:7][CH2:6][CH2:5][C@@H:4]1[NH:8][C:9](=[O:21])[C:10]1[CH:15]=[CH:14][CH:13]=[CH:12][C:11]=1[N:16]1[N:17]=[CH:18][CH:19]=[N:20]1)=[C:25]=[S:33]. The catalyst class is: 2. (3) Reactant: [OH:1][C:2]1[CH:28]=[CH:27][C:26]([C:29]([F:32])([F:31])[F:30])=[CH:25][C:3]=1[CH2:4][NH:5][C:6]([NH:8][C:9]1[N:13]([C:14]2[CH:19]=[CH:18][C:17]([CH3:20])=[CH:16][CH:15]=2)[N:12]=[C:11]([C:21]([CH3:24])([CH3:23])[CH3:22])[CH:10]=1)=[O:7].[Cl:33][C:34]1[N:39]=[C:38](Cl)[CH:37]=[CH:36][N:35]=1.[OH-].[Na+]. Product: [Cl:33][C:34]1[N:39]=[C:38]([O:1][C:2]2[CH:28]=[CH:27][C:26]([C:29]([F:32])([F:31])[F:30])=[CH:25][C:3]=2[CH2:4][NH:5][C:6]([NH:8][C:9]2[N:13]([C:14]3[CH:15]=[CH:16][C:17]([CH3:20])=[CH:18][CH:19]=3)[N:12]=[C:11]([C:21]([CH3:24])([CH3:22])[CH3:23])[CH:10]=2)=[O:7])[CH:37]=[CH:36][N:35]=1. The catalyst class is: 21. (4) Reactant: [CH3:1][O:2][CH2:3][C@@H:4]1[CH2:8][N:7]([C:9]([O:11][C:12]([CH3:15])([CH3:14])[CH3:13])=[O:10])[CH:6]([C:16]([O:18][CH2:19][C:20](=[O:40])[C:21]2[CH:22]=[CH:23][C:24]3[C:33]4[CH:32]=[C:31]5[CH2:34][CH2:35][CH2:36][C:37](=[O:38])[C:30]5=[CH:29][C:28]=4[O:27][CH2:26][C:25]=3[CH:39]=2)=[O:17])[CH2:5]1.[Br-:41].[Br-].[Br-].[NH+]1C=CC=CC=1.[NH+]1C=CC=CC=1.[NH+]1C=CC=CC=1. Product: [CH3:1][O:2][CH2:3][C@@H:4]1[CH2:8][N:7]([C:9]([O:11][C:12]([CH3:15])([CH3:13])[CH3:14])=[O:10])[C@H:6]([C:16]([O:18][CH2:19][C:20]([C:21]2[CH:22]=[CH:23][C:24]3[C:33]4[CH:32]=[C:31]5[CH2:34][CH2:35][CH:36]([Br:41])[C:37](=[O:38])[C:30]5=[CH:29][C:28]=4[O:27][CH2:26][C:25]=3[CH:39]=2)=[O:40])=[O:17])[CH2:5]1. The catalyst class is: 61.